From a dataset of Reaction yield outcomes from USPTO patents with 853,638 reactions. Predict the reaction yield, written as a fraction of the theoretical maximum amount of product (1.0 means a 100% yield; for example, 0.34 means a 34% yield). The reactants are O[CH2:2][C:3]1[CH:4]=[N:5][C:6]([S:9][CH3:10])=[N:7][CH:8]=1.C1(P(C2C=CC=CC=2)C2C=CC=CC=2)C=CC=CC=1.C(Br)(Br)(Br)[Br:31]. The catalyst is C1C=CC=CC=1. The product is [Br:31][CH2:2][C:3]1[CH:4]=[N:5][C:6]([S:9][CH3:10])=[N:7][CH:8]=1. The yield is 0.610.